This data is from Reaction yield outcomes from USPTO patents with 853,638 reactions. The task is: Predict the reaction yield, written as a fraction of the theoretical maximum amount of product (1.0 means a 100% yield; for example, 0.34 means a 34% yield). (1) The reactants are [CH2:1]([O:3][CH:4]([O:7][CH2:8][CH3:9])[C:5]#[N:6])[CH3:2].[CH3:10][O-:11].[Na+]. The catalyst is CO. The product is [CH2:1]([O:3][CH:4]([O:7][CH2:8][CH3:9])[C:5](=[NH:6])[O:11][CH3:10])[CH3:2]. The yield is 0.850. (2) The reactants are FC(F)(F)C(O)=O.[Cl:8][C:9]1[N:10]=[CH:11][N:12]([C:14]2[CH:19]=[CH:18][C:17]([NH:20][C:21]3[N:38]=[C:24]4[CH:25]([C:31]5[CH:36]=[CH:35][C:34]([F:37])=[CH:33][CH:32]=5)[CH2:26][C:27](=O)[CH2:28][CH2:29][N:23]4[N:22]=3)=[CH:16][C:15]=2[O:39][CH3:40])[CH:13]=1.[CH3:41][NH:42][CH3:43].C([BH3-])#N.[Na+].C(O)(C(F)(F)F)=O. The catalyst is C(O)C. The product is [Cl:8][C:9]1[N:10]=[CH:11][N:12]([C:14]2[CH:19]=[CH:18][C:17]([NH:20][C:21]3[N:38]=[C:24]4[CH:25]([C:31]5[CH:32]=[CH:33][C:34]([F:37])=[CH:35][CH:36]=5)[CH2:26][CH:27]([N:42]([CH3:43])[CH3:41])[CH2:28][CH2:29][N:23]4[N:22]=3)=[CH:16][C:15]=2[O:39][CH3:40])[CH:13]=1. The yield is 0.430. (3) The reactants are C([O-])([O-])=O.[Cs+].[Cs+].[CH3:7][S:8]([N:11]1[CH2:16][CH2:15][C:14]2[NH:17][N:18]=[C:19]([C:20]3[CH:25]=[CH:24][C:23]([C:26]([F:29])([F:28])[F:27])=[CH:22][CH:21]=3)[C:13]=2[CH2:12]1)(=[O:10])=[O:9].Br[CH2:31][CH2:32][CH2:33][OH:34].CO. The catalyst is CN(C=O)C.O. The product is [CH3:7][S:8]([N:11]1[CH2:16][CH2:15][C:14]2[N:17]([CH2:31][CH2:32][CH2:33][OH:34])[N:18]=[C:19]([C:20]3[CH:21]=[CH:22][C:23]([C:26]([F:29])([F:27])[F:28])=[CH:24][CH:25]=3)[C:13]=2[CH2:12]1)(=[O:9])=[O:10]. The yield is 0.546. (4) The catalyst is CCOCC. The product is [C:6]([O:10][C:11](=[O:20])[NH:12][C:13]1[CH:14]=[N:15][C:16]([Cl:19])=[CH:17][C:18]=1[I:29])([CH3:9])([CH3:7])[CH3:8]. The reactants are [Li]CCCC.[C:6]([O:10][C:11](=[O:20])[NH:12][C:13]1[CH:14]=[N:15][C:16]([Cl:19])=[CH:17][CH:18]=1)([CH3:9])([CH3:8])[CH3:7].CN(CCN(C)C)C.[I:29]I. The yield is 0.560.